Dataset: Catalyst prediction with 721,799 reactions and 888 catalyst types from USPTO. Task: Predict which catalyst facilitates the given reaction. Reactant: [CH3:1][N:2]1[CH2:8][C@@H:7]2[C@H:3]1[CH2:4][N:5]([C:9]1[CH:10]=[C:11]([C:15]3[CH:16]=[CH:17][CH:18]=[C:19]4[C:23]=3[NH:22][CH:21]=[CH:20]4)[CH:12]=[N:13][CH:14]=1)[CH2:6]2.[CH3:24][C:25]1[CH:26]=[CH:27][C:28]([S:31]([OH:34])(=[O:33])=[O:32])=[CH:29][CH:30]=1.O. Product: [S:31]([C:28]1[CH:29]=[CH:30][C:25]([CH3:24])=[CH:26][CH:27]=1)([OH:34])(=[O:33])=[O:32].[S:31]([C:28]1[CH:29]=[CH:30][C:25]([CH3:24])=[CH:26][CH:27]=1)([OH:34])(=[O:33])=[O:32].[S:31]([C:28]1[CH:29]=[CH:30][C:25]([CH3:24])=[CH:26][CH:27]=1)([OH:34])(=[O:33])=[O:32].[CH3:1][N:2]1[CH2:8][C@@H:7]2[C@H:3]1[CH2:4][N:5]([C:9]1[CH:10]=[C:11]([C:15]3[CH:16]=[CH:17][CH:18]=[C:19]4[C:23]=3[NH:22][CH:21]=[CH:20]4)[CH:12]=[N:13][CH:14]=1)[CH2:6]2. The catalyst class is: 25.